This data is from NCI-60 drug combinations with 297,098 pairs across 59 cell lines. The task is: Regression. Given two drug SMILES strings and cell line genomic features, predict the synergy score measuring deviation from expected non-interaction effect. (1) Drug 1: CC12CCC(CC1=CCC3C2CCC4(C3CC=C4C5=CN=CC=C5)C)O. Drug 2: C1=C(C(=O)NC(=O)N1)F. Cell line: NCI-H322M. Synergy scores: CSS=38.7, Synergy_ZIP=5.51, Synergy_Bliss=9.47, Synergy_Loewe=7.11, Synergy_HSA=8.95. (2) Drug 1: C#CCC(CC1=CN=C2C(=N1)C(=NC(=N2)N)N)C3=CC=C(C=C3)C(=O)NC(CCC(=O)O)C(=O)O. Drug 2: CC(C)NC(=O)C1=CC=C(C=C1)CNNC.Cl. Cell line: IGROV1. Synergy scores: CSS=-2.56, Synergy_ZIP=1.79, Synergy_Bliss=-0.566, Synergy_Loewe=0.327, Synergy_HSA=-3.61.